This data is from Reaction yield outcomes from USPTO patents with 853,638 reactions. The task is: Predict the reaction yield, written as a fraction of the theoretical maximum amount of product (1.0 means a 100% yield; for example, 0.34 means a 34% yield). (1) The reactants are Cl.[C:2](=[NH:6])([NH2:5])[CH2:3][CH3:4].C[O-].[Na+].[C:10]([C:12]1[CH:17]=[CH:16][CH:15]=[CH:14][C:13]=1[C:18]1[CH:23]=[CH:22][C:21]([CH2:24][CH:25]([C:30](=O)[CH2:31][CH2:32][CH2:33][CH3:34])[C:26](OC)=[O:27])=[C:20]([F:36])[CH:19]=1)#[N:11]. The catalyst is CO. The product is [CH2:31]([C:30]1[N:6]=[C:2]([CH2:3][CH3:4])[NH:5][C:26](=[O:27])[C:25]=1[CH2:24][C:21]1[CH:22]=[CH:23][C:18]([C:13]2[C:12]([C:10]#[N:11])=[CH:17][CH:16]=[CH:15][CH:14]=2)=[CH:19][C:20]=1[F:36])[CH2:32][CH2:33][CH3:34]. The yield is 0.530. (2) The reactants are [CH2:1]([N:3]([CH2:36][CH3:37])[CH2:4][CH2:5][CH2:6][NH:7][C:8]1[N:9]=[C:10]([C:27]2[CH:35]=[CH:34][C:30]([C:31]([OH:33])=O)=[CH:29][CH:28]=2)[C:11]2[CH:17]=[CH:16][C:15](=[O:18])[N:14]([C:19]3[C:24]([F:25])=[CH:23][CH:22]=[CH:21][C:20]=3[F:26])[C:12]=2[N:13]=1)[CH3:2].CN(C(ON1N=NC2C=CC=CC1=2)=[N+](C)C)C.F[P-](F)(F)(F)(F)F.C(N(CC)CC)C.[NH2:69][C:70]1[S:71][CH:72]=[CH:73][N:74]=1. The catalyst is CN(C=O)C. The product is [CH2:36]([N:3]([CH2:1][CH3:2])[CH2:4][CH2:5][CH2:6][NH:7][C:8]1[N:9]=[C:10]([C:27]2[CH:28]=[CH:29][C:30]([C:31]([NH:69][C:70]3[S:71][CH:72]=[CH:73][N:74]=3)=[O:33])=[CH:34][CH:35]=2)[C:11]2[CH:17]=[CH:16][C:15](=[O:18])[N:14]([C:19]3[C:20]([F:26])=[CH:21][CH:22]=[CH:23][C:24]=3[F:25])[C:12]=2[N:13]=1)[CH3:37]. The yield is 0.180.